This data is from Forward reaction prediction with 1.9M reactions from USPTO patents (1976-2016). The task is: Predict the product of the given reaction. Given the reactants [F:1][C:2]1[CH:7]=[CH:6][C:5]([C:8]2[CH:9]=[C:10]([C:15]([O:17][CH3:18])=[O:16])[C:11](=[O:14])[NH:12][N:13]=2)=[CH:4][C:3]=1[CH3:19].[CH2:20](Cl)[C:21]1[CH:26]=[CH:25][CH:24]=[CH:23][CH:22]=1, predict the reaction product. The product is: [CH2:20]([N:12]1[C:11](=[O:14])[C:10]([C:15]([O:17][CH3:18])=[O:16])=[CH:9][C:8]([C:5]2[CH:6]=[CH:7][C:2]([F:1])=[C:3]([CH3:19])[CH:4]=2)=[N:13]1)[C:21]1[CH:26]=[CH:25][CH:24]=[CH:23][CH:22]=1.